Predict the product of the given reaction. From a dataset of Forward reaction prediction with 1.9M reactions from USPTO patents (1976-2016). (1) Given the reactants [N+](=[CH:3][C:4]([O:6][CH2:7][CH3:8])=[O:5])=[N-].[CH:9]([B:11]1[O:19][C:16]([CH3:18])([CH3:17])[C:13]([CH3:15])([CH3:14])[O:12]1)=[CH2:10], predict the reaction product. The product is: [CH2:7]([O:6][C:4]([CH:3]1[CH2:10][CH:9]1[B:11]1[O:19][C:16]([CH3:18])([CH3:17])[C:13]([CH3:14])([CH3:15])[O:12]1)=[O:5])[CH3:8]. (2) Given the reactants [F:1][C:2]1([F:62])[C@H:6]([O:7][C:8]([C:23]2[CH:28]=[CH:27][CH:26]=[CH:25][CH:24]=2)([C:17]2[CH:22]=[CH:21][CH:20]=[CH:19][CH:18]=2)[C:9]2[CH:14]=[CH:13][C:12]([O:15][CH3:16])=[CH:11][CH:10]=2)[C@@H:5]([C:29]([CH2:31][CH3:32])=[O:30])[O:4][C@H:3]1[N:33]1[CH:61]=[CH:60][C:37]([NH:38][C:39]([C:54]2[CH:59]=[CH:58][CH:57]=[CH:56][CH:55]=2)([C:48]2[CH:53]=[CH:52][CH:51]=[CH:50][CH:49]=2)[C:40]2[CH:45]=[CH:44][C:43]([O:46][CH3:47])=[CH:42][CH:41]=2)=[N:36][C:34]1=[O:35].[BH4-].[Na+], predict the reaction product. The product is: [F:62][C:2]1([F:1])[C@H:6]([O:7][C:8]([C:23]2[CH:24]=[CH:25][CH:26]=[CH:27][CH:28]=2)([C:17]2[CH:22]=[CH:21][CH:20]=[CH:19][CH:18]=2)[C:9]2[CH:10]=[CH:11][C:12]([O:15][CH3:16])=[CH:13][CH:14]=2)[C@@H:5]([CH:29]([CH2:31][CH3:32])[OH:30])[O:4][C@H:3]1[N:33]1[CH:61]=[CH:60][C:37]([NH:38][C:39]([C:48]2[CH:49]=[CH:50][CH:51]=[CH:52][CH:53]=2)([C:54]2[CH:55]=[CH:56][CH:57]=[CH:58][CH:59]=2)[C:40]2[CH:41]=[CH:42][C:43]([O:46][CH3:47])=[CH:44][CH:45]=2)=[N:36][C:34]1=[O:35]. (3) Given the reactants [Cl:1][CH2:2][C:3]([OH:5])=[O:4].[CH3:6][CH:7]([CH2:11][CH2:12][CH:13]=[C:14]([CH3:16])[CH3:15])[CH2:8][CH2:9]O, predict the reaction product. The product is: [CH2:9]([O:4][C:3](=[O:5])[CH2:2][Cl:1])[CH2:8][CH:7]([CH2:11][CH2:12][CH:13]=[C:14]([CH3:16])[CH3:15])[CH3:6]. (4) Given the reactants [CH2:1]([O:8][C:9]1[CH:24]=[C:23]([N:25]([CH2:37][C:38]2[CH:43]=[CH:42][C:41]([CH:44]3[CH2:49][CH2:48][CH2:47][CH2:46][CH2:45]3)=[CH:40][CH:39]=2)[C:26](=[O:36])[CH2:27][N:28](C)[C:29](=O)C(F)(F)F)[CH:22]=[CH:21][C:10]=1[C:11]([O:13][CH2:14][C:15]1[CH:20]=[CH:19][CH:18]=[CH:17][CH:16]=1)=[O:12])[C:2]1[CH:7]=[CH:6][CH:5]=[CH:4][CH:3]=1.O[Li].O, predict the reaction product. The product is: [CH2:1]([O:8][C:9]1[CH:24]=[C:23]([N:25]([CH2:37][C:38]2[CH:39]=[CH:40][C:41]([CH:44]3[CH2:49][CH2:48][CH2:47][CH2:46][CH2:45]3)=[CH:42][CH:43]=2)[C:26](=[O:36])[CH2:27][NH:28][CH3:29])[CH:22]=[CH:21][C:10]=1[C:11]([O:13][CH2:14][C:15]1[CH:20]=[CH:19][CH:18]=[CH:17][CH:16]=1)=[O:12])[C:2]1[CH:3]=[CH:4][CH:5]=[CH:6][CH:7]=1. (5) Given the reactants Br[C:2]1[CH:3]=[CH:4][C:5]([C:8]([O:10]C)=[O:9])=[N:6][CH:7]=1.[SH-:12].[Na+].Br[CH2:15][CH:16]1[CH2:19][CH2:18][CH2:17]1.[Li+].[OH-:21].CN(C=[O:26])C, predict the reaction product. The product is: [CH:16]1([CH2:15][S:12]([C:2]2[CH:3]=[CH:4][C:5]([C:8]([OH:10])=[O:9])=[N:6][CH:7]=2)(=[O:26])=[O:21])[CH2:19][CH2:18][CH2:17]1. (6) Given the reactants [CH3:1][CH:2]([CH3:16])[CH2:3][CH2:4][CH2:5][CH2:6][CH2:7][CH2:8][C:9]1[CH:15]=[CH:14][C:12]([NH2:13])=[CH:11][CH:10]=1.[C:17]([O:21][C:22](N[C@H](C(O)=O)[C@@H](C)O)=[O:23])([CH3:20])([CH3:19])[CH3:18], predict the reaction product. The product is: [CH3:1][CH:2]([CH3:16])[CH2:3][CH2:4][CH2:5][CH2:6][CH2:7][CH2:8][C:9]1[CH:10]=[CH:11][C:12]([NH:13][C:22](=[O:23])[O:21][C:17]([CH3:20])([CH3:19])[CH3:18])=[CH:14][CH:15]=1. (7) Given the reactants [Br:1][C:2]1[CH:3]=[CH:4][C:5]([F:19])=[C:6]([C:8]2([CH:16]([F:18])[F:17])[NH:13][C:12](=O)[CH:11]([CH3:15])[O:10][CH2:9]2)[CH:7]=1.P12(SP3(SP(SP(S3)(S1)=S)(=S)S2)=S)=[S:21], predict the reaction product. The product is: [Br:1][C:2]1[CH:3]=[CH:4][C:5]([F:19])=[C:6]([C:8]2([CH:16]([F:18])[F:17])[NH:13][C:12](=[S:21])[CH:11]([CH3:15])[O:10][CH2:9]2)[CH:7]=1. (8) Given the reactants C([O:4][C@H:5]1[CH2:22][CH2:21][C@@:20]2([CH3:23])[C@@H:7]([CH2:8][CH2:9][C@@H:10]3[C@@H:19]2[CH2:18][CH2:17][C@@:15]2([CH3:16])[C@H:11]3[CH2:12][CH2:13][C:14]2=[O:24])[CH2:6]1)(=O)C.[OH-].[Na+].O, predict the reaction product. The product is: [OH:4][C@H:5]1[CH2:22][CH2:21][C@@:20]2([CH3:23])[C@@H:7]([CH2:8][CH2:9][C@@H:10]3[C@@H:19]2[CH2:18][CH2:17][C@@:15]2([CH3:16])[C@H:11]3[CH2:12][CH2:13][C:14]2=[O:24])[CH2:6]1. (9) Given the reactants [CH2:1]([O:3][P:4]([C:9]([C:12]1[CH:17]=[CH:16][C:15]([CH2:18][N:19](C(OC(C)(C)C)=O)[CH2:20][C:21]2[CH:26]=[CH:25][C:24]([C:27]([P:30]([O:35][CH2:36][CH3:37])([O:32][CH2:33][CH3:34])=[O:31])([F:29])[F:28])=[CH:23][CH:22]=2)=[CH:14][CH:13]=1)([F:11])[F:10])(=[O:8])[O:5][CH2:6][CH3:7])[CH3:2].[ClH:45], predict the reaction product. The product is: [ClH:45].[CH2:33]([O:32][P:30]([C:27]([C:24]1[CH:23]=[CH:22][C:21]([CH2:20][NH:19][CH2:18][C:15]2[CH:16]=[CH:17][C:12]([C:9]([P:4]([O:3][CH2:1][CH3:2])([O:5][CH2:6][CH3:7])=[O:8])([F:11])[F:10])=[CH:13][CH:14]=2)=[CH:26][CH:25]=1)([F:28])[F:29])(=[O:31])[O:35][CH2:36][CH3:37])[CH3:34]. (10) The product is: [Cl:1][C:2]([Cl:7])([Cl:6])[C:3]([N:9]1[CH2:10][C:11]2[C:16](=[CH:15][CH:14]=[CH:13][CH:12]=2)[CH2:8]1)=[O:4]. Given the reactants [Cl:1][C:2]([Cl:7])([Cl:6])[C:3](Cl)=[O:4].[CH2:8]1[C:16]2[C:11](=[CH:12][CH:13]=[CH:14][CH:15]=2)[CH2:10][NH:9]1.CCN(CC)CC, predict the reaction product.